Predict which catalyst facilitates the given reaction. From a dataset of Catalyst prediction with 721,799 reactions and 888 catalyst types from USPTO. Reactant: [O:1]1[C:6]2[CH:7]=[CH:8][C:9]([C:11](=[O:17])[CH2:12][CH2:13][C:14]([OH:16])=[O:15])=[CH:10][C:5]=2[O:4][CH2:3][CH2:2]1.Cl.N[CH2:20][CH2:21][CH2:22][C:23]([O:25][CH3:26])=[O:24].CC[N:29]=C=NCCCN(C)C.Cl. Product: [O:1]1[C:6]2[CH:7]=[CH:8][C:9]([C:11](=[O:17])[CH2:12][CH2:13][C:14]([OH:16])=[O:15])=[CH:10][C:5]=2[O:4][CH2:3][CH2:2]1.[CH3:26][O:25][C:23](=[O:24])[CH:22]([NH2:29])[CH2:21][CH3:20]. The catalyst class is: 17.